This data is from Peptide-MHC class II binding affinity with 134,281 pairs from IEDB. The task is: Regression. Given a peptide amino acid sequence and an MHC pseudo amino acid sequence, predict their binding affinity value. This is MHC class II binding data. (1) The peptide sequence is YTVFETALKKAITAM. The MHC is DRB1_0901 with pseudo-sequence DRB1_0901. The binding affinity (normalized) is 0.574. (2) The MHC is DRB1_1101 with pseudo-sequence DRB1_1101. The peptide sequence is HGRQIKMAKLLGRDPE. The binding affinity (normalized) is 0.787. (3) The peptide sequence is KVSFEPIPIHYCAPAGFA. The MHC is DRB1_0101 with pseudo-sequence DRB1_0101. The binding affinity (normalized) is 0.599. (4) The peptide sequence is HHFHELQLKDGRRIV. The MHC is HLA-DQA10201-DQB10301 with pseudo-sequence HLA-DQA10201-DQB10301. The binding affinity (normalized) is 0.509. (5) The peptide sequence is ENIQRFLPNPAGVQLEDPEF. The MHC is DRB1_1501 with pseudo-sequence DRB1_1501. The binding affinity (normalized) is 0.221. (6) The peptide sequence is YFDHEYFQCFKSILL. The MHC is DRB1_0101 with pseudo-sequence DRB1_0101. The binding affinity (normalized) is 0.822. (7) The peptide sequence is VSSKRNLADAVSKAP. The MHC is HLA-DPA10103-DPB10301 with pseudo-sequence HLA-DPA10103-DPB10301. The binding affinity (normalized) is 0.344.